This data is from Peptide-MHC class II binding affinity with 134,281 pairs from IEDB. The task is: Regression. Given a peptide amino acid sequence and an MHC pseudo amino acid sequence, predict their binding affinity value. This is MHC class II binding data. (1) The peptide sequence is EQQWNFAGIEAAASA. The MHC is DRB1_0701 with pseudo-sequence DRB1_0701. The binding affinity (normalized) is 0.364. (2) The peptide sequence is DPVKLVKMWEDEVKD. The MHC is DRB1_0802 with pseudo-sequence DRB1_0802. The binding affinity (normalized) is 0.188. (3) The MHC is DRB1_1301 with pseudo-sequence DRB1_1301. The binding affinity (normalized) is 0. The peptide sequence is TLEQDKCVTVMAPDK. (4) The peptide sequence is KTVSEGAVDIINKWQ. The MHC is HLA-DPA10201-DPB10501 with pseudo-sequence HLA-DPA10201-DPB10501. The binding affinity (normalized) is 0.0925. (5) The peptide sequence is VVKFPGGGQIVGGVY. The MHC is HLA-DQA10501-DQB10301 with pseudo-sequence HLA-DQA10501-DQB10301. The binding affinity (normalized) is 0.784. (6) The peptide sequence is TLWQRPLVTIKIGGQLREAL. The MHC is DRB1_0301 with pseudo-sequence DRB1_0301. The binding affinity (normalized) is 0.268. (7) The peptide sequence is HGGTWVSATLEQDKC. The MHC is HLA-DQA10102-DQB10501 with pseudo-sequence HLA-DQA10102-DQB10501. The binding affinity (normalized) is 0.486. (8) The peptide sequence is LPPIVAKEIVASCDKC. The MHC is DRB1_0101 with pseudo-sequence DRB1_0101. The binding affinity (normalized) is 0.420. (9) The peptide sequence is AAATAFTTVYGAFAA. The MHC is HLA-DPA10103-DPB10601 with pseudo-sequence HLA-DPA10103-DPB10601. The binding affinity (normalized) is 0.389.